Dataset: Catalyst prediction with 721,799 reactions and 888 catalyst types from USPTO. Task: Predict which catalyst facilitates the given reaction. (1) Reactant: [CH3:1][C:2]1[C:7]([CH3:8])=[CH:6][C:5]([NH2:9])=[C:4]([NH2:10])[CH:3]=1.[Cl:11][CH2:12][C:13](O)=O.C(=O)([O-])[O-].[Na+].[Na+]. Product: [Cl:11][CH2:12][C:13]1[NH:9][C:5]2[CH:6]=[C:7]([CH3:8])[C:2]([CH3:1])=[CH:3][C:4]=2[N:10]=1. The catalyst class is: 126. (2) Reactant: [CH2:1]([N:8]1[CH2:12][CH:11]([N+:13]([O-])=O)[CH:10]([C:16]2[CH:21]=[CH:20][C:19]([Cl:22])=[C:18]([Cl:23])[CH:17]=2)[CH2:9]1)[C:2]1[CH:7]=[CH:6][CH:5]=[CH:4][CH:3]=1.C([O-])(O)=O.[Na+]. Product: [CH2:1]([N:8]1[CH2:9][CH:10]([C:16]2[CH:21]=[CH:20][C:19]([Cl:22])=[C:18]([Cl:23])[CH:17]=2)[CH:11]([NH2:13])[CH2:12]1)[C:2]1[CH:3]=[CH:4][CH:5]=[CH:6][CH:7]=1. The catalyst class is: 25. (3) Reactant: [OH-:1].[K+].[I:3][C:4]1C=[CH:10][C:9]([C:12]([F:15])([F:14])[F:13])=[CH:8][C:5]=1C#N.[CH:16]([OH:19])([CH3:18])C. Product: [I:3][C:4]1[CH:5]=[CH:8][C:9]([C:12]([F:15])([F:14])[F:13])=[CH:10][C:18]=1[C:16]([OH:19])=[O:1]. The catalyst class is: 6. (4) Reactant: [CH2:1]([CH:8]1[NH:17][CH:16]([CH:18]2[CH2:20][CH2:19]2)[CH2:15][C:10]2([O:14][CH2:13][CH2:12][O:11]2)[CH2:9]1)[C:2]1[CH:7]=[CH:6][CH:5]=[CH:4][CH:3]=1.[CH3:21][C:22]([O:25][C:26](O[C:26]([O:25][C:22]([CH3:24])([CH3:23])[CH3:21])=[O:27])=[O:27])([CH3:24])[CH3:23]. Product: [C:22]([O:25][C:26]([N:17]1[CH:16]([CH:18]2[CH2:19][CH2:20]2)[CH2:15][C:10]2([O:11][CH2:12][CH2:13][O:14]2)[CH2:9][CH:8]1[CH2:1][C:2]1[CH:3]=[CH:4][CH:5]=[CH:6][CH:7]=1)=[O:27])([CH3:24])([CH3:23])[CH3:21]. The catalyst class is: 6.